Task: Predict which catalyst facilitates the given reaction.. Dataset: Catalyst prediction with 721,799 reactions and 888 catalyst types from USPTO (1) Reactant: [NH2:1][C:2]1[C:3]([F:12])=[C:4]2[C:8](=[CH:9][CH:10]=1)[C:7](=[O:11])[CH2:6][CH2:5]2.C(=O)([O-])[O-].[Cs+].[Cs+].[CH2:19](Br)[C:20]1[CH:25]=[CH:24][CH:23]=[CH:22][CH:21]=1. Product: [CH2:19]([NH:1][C:2]1[C:3]([F:12])=[C:4]2[C:8](=[CH:9][CH:10]=1)[C:7](=[O:11])[CH2:6][CH2:5]2)[C:20]1[CH:25]=[CH:24][CH:23]=[CH:22][CH:21]=1. The catalyst class is: 47. (2) Reactant: [CH3:1][C:2]1[O:6][C:5]([CH:7]([NH2:14])[CH:8]2[CH2:13][CH2:12][O:11][CH2:10][CH2:9]2)=[CH:4][CH:3]=1.C([O:17][C:18]1[C:21](=[O:22])[C:20](=O)[C:19]=1[NH:24][C:25]1[C:26]([OH:36])=[C:27]([CH:33]=[CH:34][CH:35]=1)[C:28]([N:30]([CH3:32])[CH3:31])=[O:29])C. Product: [OH:36][C:26]1[C:25]([NH:24][C:19]2[C:18](=[O:17])[C:21](=[O:22])[C:20]=2[NH:14][CH:7]([C:5]2[O:6][C:2]([CH3:1])=[CH:3][CH:4]=2)[CH:8]2[CH2:13][CH2:12][O:11][CH2:10][CH2:9]2)=[CH:35][CH:34]=[CH:33][C:27]=1[C:28]([N:30]([CH3:32])[CH3:31])=[O:29]. The catalyst class is: 5. (3) Reactant: [Cl-].C[S+](C)(C)=O.[CH3:7]C(C)([O-])C.[K+].[N+:13]([C:16]1[CH:17]=[N:18][CH:19]=[CH:20][C:21]=1[C:22](=[CH2:27])[C:23]([O:25][CH3:26])=[O:24])([O-:15])=[O:14]. Product: [N+:13]([C:16]1[CH:17]=[N:18][CH:19]=[CH:20][C:21]=1[C:22]1([C:23]([O:25][CH3:26])=[O:24])[CH2:7][CH2:27]1)([O-:15])=[O:14]. The catalyst class is: 7. (4) Reactant: [Cl:1][C:2]1[CH:7]=[C:6]([Cl:8])[CH:5]=[CH:4][C:3]=1[N:9]1[C:15]2=[N:16][C:17]3[C:18](=[C:19]([N:23]([CH2:26][CH3:27])[CH2:24][CH3:25])[CH:20]=[CH:21][CH:22]=3)[N:14]2[CH2:13][CH:12]([NH2:28])[CH2:11][CH2:10]1.C(N(CC)CC)C.[C:36](OC(=O)C)(=[O:38])[CH3:37].C(=O)(O)[O-].[Na+]. Product: [Cl:1][C:2]1[CH:7]=[C:6]([Cl:8])[CH:5]=[CH:4][C:3]=1[N:9]1[C:15]2=[N:16][C:17]3[CH:22]=[CH:21][CH:20]=[C:19]([N:23]([CH2:26][CH3:27])[CH2:24][CH3:25])[C:18]=3[N:14]2[CH2:13][CH:12]([NH:28][C:36](=[O:38])[CH3:37])[CH2:11][CH2:10]1. The catalyst class is: 7. (5) Reactant: [NH2:1][C:2]1[N:7]=[C:6]([NH:8][C:9]2[CH:23]=[CH:22][C:12]([O:13][C:14]3[CH:19]=[CH:18][N:17]=[C:16]([C:20]#[N:21])[CH:15]=3)=[CH:11][CH:10]=2)[CH:5]=[C:4]([C:24]2[CH:29]=[CH:28][CH:27]=[CH:26][CH:25]=2)[N:3]=1.C([O-])(=O)C.[Na+].[Br:35]Br.ClCCl. Product: [NH2:1][C:2]1[N:7]=[C:6]([NH:8][C:9]2[CH:23]=[CH:22][C:12]([O:13][C:14]3[CH:19]=[CH:18][N:17]=[C:16]([C:20]#[N:21])[CH:15]=3)=[CH:11][CH:10]=2)[C:5]([Br:35])=[C:4]([C:24]2[CH:25]=[CH:26][CH:27]=[CH:28][CH:29]=2)[N:3]=1. The catalyst class is: 86. (6) Reactant: [CH:1]1[CH:6]=[C:5]([C:7]([C:17]2[CH:22]=[C:21]([I:23])[C:20]([O-:24])=[C:19]([I:25])[CH:18]=2)=[C:8]2[CH:14]=[C:13]([I:15])[C:11](=[O:12])[C:10]([I:16])=[CH:9]2)[C:4]([C:26]([O-:28])=[O:27])=[CH:3][CH:2]=1.[Na+:29].[Na+].[N+:31]([C:34]1[CH:35]=[C:36]([CH:43]=[CH:44][CH:45]=1)[CH2:37][C@@H:38]([C:40]([OH:42])=O)[NH2:39])([O-:33])=[O:32].[CH2:46]([O:48][C:49]([N:51]1[CH2:56][CH2:55][NH:54][CH2:53][CH2:52]1)=[O:50])[CH3:47].ON1C2C=CC=CC=2N=N1.C1(N=C=NC2CCCCC2)CCCCC1. Product: [CH:1]1[CH:6]=[C:5]([C:7]([C:8]2[CH:9]=[C:10]([I:16])[C:11]([O-:12])=[C:13]([I:15])[CH:14]=2)=[C:17]2[CH:18]=[C:19]([I:25])[C:20](=[O:24])[C:21]([I:23])=[CH:22]2)[C:4]([C:26]([O-:28])=[O:27])=[CH:3][CH:2]=1.[Na+:29].[Na+:29].[CH2:46]([O:48][C:49]([N:51]1[CH2:52][CH2:53][N:54]([C:40](=[O:42])[C@H:38]([CH2:37][C:36]2[CH:43]=[CH:44][CH:45]=[C:34]([N+:31]([O-:33])=[O:32])[CH:35]=2)[NH2:39])[CH2:55][CH2:56]1)=[O:50])[CH3:47]. The catalyst class is: 3. (7) Product: [CH2:3]([O:5][C:6](=[O:20])/[CH:7]=[CH:8]/[C:9]1[CH:10]=[N:11][C:12]([NH2:17])=[C:13]([O:15][CH3:16])[CH:14]=1)[CH3:4]. Reactant: [Cl-].[NH4+].[CH2:3]([O:5][C:6](=[O:20])/[CH:7]=[CH:8]/[C:9]1[CH:10]=[N:11][C:12]([N+:17]([O-])=O)=[C:13]([O:15][CH3:16])[CH:14]=1)[CH3:4]. The catalyst class is: 190. (8) Reactant: [Cl:1][C:2]1[CH:3]=[C:4]([CH:16]=[CH:17][C:18]=1[Cl:19])[CH2:5][NH:6][C:7]1[CH:8]=[CH:9][C:10]2[N:11]([CH:13]=[CH:14][N:15]=2)[N:12]=1.[I:20]N1C(=O)CCC1=O. Product: [Cl:1][C:2]1[CH:3]=[C:4]([CH:16]=[CH:17][C:18]=1[Cl:19])[CH2:5][NH:6][C:7]1[CH:8]=[CH:9][C:10]2[N:11]([C:13]([I:20])=[CH:14][N:15]=2)[N:12]=1. The catalyst class is: 204. (9) Product: [C:1]([C:5]1[CH:6]=[C:7]2[C:12](=[O:13])[N:20]([CH2:16][CH:17]([CH3:19])[CH3:18])[C:9](=[O:11])[C:8]2=[CH:14][CH:15]=1)([CH3:2])([CH3:3])[CH3:4]. Reactant: [C:1]([C:5]1[CH:6]=[C:7]2[C:12](=[O:13])[O:11][C:9](=O)[C:8]2=[CH:14][CH:15]=1)([CH3:4])([CH3:3])[CH3:2].[CH2:16]([NH2:20])[CH:17]([CH3:19])[CH3:18].C1(C)C=CC(S(O)(=O)=O)=CC=1. The catalyst class is: 11. (10) Reactant: [Cl:1][C:2]1[CH:17]=[C:16]([NH:18][C:19]2[C:20]3[N:27]([CH2:28][CH2:29][OH:30])[CH:26]=[CH:25][C:21]=3[N:22]=[CH:23][N:24]=2)[CH:15]=[CH:14][C:3]=1[O:4][C:5]1[CH:6]=[C:7]([CH:11]=[CH:12][CH:13]=1)[C:8](O)=[O:9].[NH2:31][C:32]([CH3:36])([CH3:35])[C:33]#[CH:34].Cl.C(N=C=NCCCN(C)C)C.O.ON1C2C=CC=CC=2N=N1. Product: [Cl:1][C:2]1[CH:17]=[C:16]([NH:18][C:19]2[C:20]3[N:27]([CH2:28][CH2:29][OH:30])[CH:26]=[CH:25][C:21]=3[N:22]=[CH:23][N:24]=2)[CH:15]=[CH:14][C:3]=1[O:4][C:5]1[CH:6]=[C:7]([CH:11]=[CH:12][CH:13]=1)[C:8]([NH:31][C:32]([CH3:36])([CH3:35])[C:33]#[CH:34])=[O:9]. The catalyst class is: 9.